From a dataset of Catalyst prediction with 721,799 reactions and 888 catalyst types from USPTO. Predict which catalyst facilitates the given reaction. (1) Reactant: [C:1]1([S:7]([N:10]2[C:14]3=[N:15][CH:16]=[C:17]([O:19][CH3:20])[CH:18]=[C:13]3[CH:12]=[CH:11]2)(=[O:9])=[O:8])[CH:6]=[CH:5][CH:4]=[CH:3][CH:2]=1.C([N-]C(C)C)(C)C.[Li+].C([Li])CCC.CCCCCC.C(NC(C)C)(C)C.[O:47]1[CH2:52][CH2:51][CH:50]([CH2:53][CH:54]=[O:55])[CH2:49][CH2:48]1. Product: [C:1]1([S:7]([N:10]2[C:14]3=[N:15][CH:16]=[C:17]([O:19][CH3:20])[CH:18]=[C:13]3[CH:12]=[C:11]2[CH:54]([OH:55])[CH2:53][CH:50]2[CH2:51][CH2:52][O:47][CH2:48][CH2:49]2)(=[O:8])=[O:9])[CH:6]=[CH:5][CH:4]=[CH:3][CH:2]=1. The catalyst class is: 7. (2) Reactant: C[Mg]Br.[CH2:4](OCC)C.CON(C)[C:12](=[O:40])[C:13]1[CH:18]=[CH:17][C:16]([C:19]2([C:26]3[CH:31]=[CH:30][C:29]([O:32][CH2:33][C:34]4[CH:39]=[CH:38][CH:37]=[CH:36][N:35]=4)=[CH:28][CH:27]=3)[CH2:24][CH:23]3[CH2:25][CH:20]2[CH2:21][CH2:22]3)=[CH:15][CH:14]=1. Product: [N:35]1[CH:36]=[CH:37][CH:38]=[CH:39][C:34]=1[CH2:33][O:32][C:29]1[CH:28]=[CH:27][C:26]([C:19]2([C:16]3[CH:17]=[CH:18][C:13]([C:12](=[O:40])[CH3:4])=[CH:14][CH:15]=3)[CH2:24][CH:23]3[CH2:25][CH:20]2[CH2:21][CH2:22]3)=[CH:31][CH:30]=1. The catalyst class is: 1. (3) The catalyst class is: 4. Reactant: [O:1]1[CH2:4][CH:3]([N:5]2[CH2:10][CH2:9][N:8]([C:11]3[CH:16]=[CH:15][C:14]([NH:17][C:18]4[N:23]=[CH:22][N:21]=[C:20]([C:24]5[CH:25]=[CH:26][C:27]([O:32][CH:33]6[CH2:38][CH2:37][NH:36][CH2:35][CH2:34]6)=[C:28]([CH:31]=5)[C:29]#[N:30])[N:19]=4)=[CH:13][CH:12]=3)[CH2:7][CH2:6]2)[CH2:2]1.[OH:39][C:40]1([C:43](O)=[O:44])[CH2:42][CH2:41]1.C(N(CC)C(C)C)(C)C.CN(C(ON1N=NC2C=CC=NC1=2)=[N+](C)C)C.F[P-](F)(F)(F)(F)F. Product: [OH:39][C:40]1([C:43]([N:36]2[CH2:37][CH2:38][CH:33]([O:32][C:27]3[CH:26]=[CH:25][C:24]([C:20]4[N:19]=[C:18]([NH:17][C:14]5[CH:13]=[CH:12][C:11]([N:8]6[CH2:7][CH2:6][N:5]([CH:3]7[CH2:4][O:1][CH2:2]7)[CH2:10][CH2:9]6)=[CH:16][CH:15]=5)[N:23]=[CH:22][N:21]=4)=[CH:31][C:28]=3[C:29]#[N:30])[CH2:34][CH2:35]2)=[O:44])[CH2:42][CH2:41]1. (4) Reactant: [CH2:1]([O:4][C:5]1([CH3:36])[CH2:10][CH2:9][N:8]([C:11]2[N:16]3[CH:17]=[C:18]([C:20]([O:22]CC)=[O:21])[N:19]=[C:15]3[CH:14]=[C:13]([CH3:25])[C:12]=2[C@H:26]([O:31][C:32]([CH3:35])([CH3:34])[CH3:33])[C:27]([O:29][CH3:30])=[O:28])[CH2:7][CH2:6]1)[CH:2]=[CH2:3].[OH-].[Na+]. Product: [CH2:1]([O:4][C:5]1([CH3:36])[CH2:10][CH2:9][N:8]([C:11]2[N:16]3[CH:17]=[C:18]([C:20]([OH:22])=[O:21])[N:19]=[C:15]3[CH:14]=[C:13]([CH3:25])[C:12]=2[C@H:26]([O:31][C:32]([CH3:35])([CH3:34])[CH3:33])[C:27]([O:29][CH3:30])=[O:28])[CH2:7][CH2:6]1)[CH:2]=[CH2:3]. The catalyst class is: 5.